This data is from Forward reaction prediction with 1.9M reactions from USPTO patents (1976-2016). The task is: Predict the product of the given reaction. The product is: [CH2:1]([C:5]1[N:6]([CH2:18][CH2:19][CH2:20][CH2:21][CH2:22][C:23]([C:25]2[CH:26]=[CH:27][CH:28]=[CH:29][CH:30]=2)=[O:24])[C:7]2[C:16]3[CH:15]=[CH:14][CH:13]=[CH:12][C:11]=3[N+:10]([O-:39])=[CH:9][C:8]=2[N:17]=1)[CH2:2][CH2:3][CH3:4]. Given the reactants [CH2:1]([C:5]1[N:6]([CH2:18][CH2:19][CH2:20][CH2:21][CH2:22][C:23]([C:25]2[CH:30]=[CH:29][CH:28]=[CH:27][CH:26]=2)=[O:24])[C:7]2[C:16]3[CH:15]=[CH:14][CH:13]=[CH:12][C:11]=3[N:10]=[CH:9][C:8]=2[N:17]=1)[CH2:2][CH2:3][CH3:4].C1C=C(Cl)C=C(C(OO)=[O:39])C=1, predict the reaction product.